Dataset: TCR-epitope binding with 47,182 pairs between 192 epitopes and 23,139 TCRs. Task: Binary Classification. Given a T-cell receptor sequence (or CDR3 region) and an epitope sequence, predict whether binding occurs between them. (1) The epitope is ISDYDYYRY. The TCR CDR3 sequence is CASSRTRPLRINEKLFF. Result: 1 (the TCR binds to the epitope). (2) The epitope is EIYKRWII. The TCR CDR3 sequence is CATIRTGFSSYEQYF. Result: 1 (the TCR binds to the epitope).